The task is: Regression. Given two drug SMILES strings and cell line genomic features, predict the synergy score measuring deviation from expected non-interaction effect.. This data is from NCI-60 drug combinations with 297,098 pairs across 59 cell lines. (1) Drug 1: C1CCC(CC1)NC(=O)N(CCCl)N=O. Drug 2: N.N.Cl[Pt+2]Cl. Cell line: PC-3. Synergy scores: CSS=1.34, Synergy_ZIP=-5.74, Synergy_Bliss=-7.36, Synergy_Loewe=-7.90, Synergy_HSA=-7.62. (2) Drug 1: CS(=O)(=O)CCNCC1=CC=C(O1)C2=CC3=C(C=C2)N=CN=C3NC4=CC(=C(C=C4)OCC5=CC(=CC=C5)F)Cl. Drug 2: CCC1(CC2CC(C3=C(CCN(C2)C1)C4=CC=CC=C4N3)(C5=C(C=C6C(=C5)C78CCN9C7C(C=CC9)(C(C(C8N6C)(C(=O)OC)O)OC(=O)C)CC)OC)C(=O)OC)O.OS(=O)(=O)O. Cell line: A549. Synergy scores: CSS=11.0, Synergy_ZIP=-2.89, Synergy_Bliss=1.67, Synergy_Loewe=-11.7, Synergy_HSA=-0.358. (3) Drug 1: CC1=C(C(=O)C2=C(C1=O)N3CC4C(C3(C2COC(=O)N)OC)N4)N. Drug 2: C1CN(P(=O)(OC1)NCCCl)CCCl. Cell line: NCI-H460. Synergy scores: CSS=52.2, Synergy_ZIP=1.55, Synergy_Bliss=0.663, Synergy_Loewe=-32.6, Synergy_HSA=0.142. (4) Drug 1: CN1C(=O)N2C=NC(=C2N=N1)C(=O)N. Drug 2: C1=NC2=C(N1)C(=S)N=CN2. Cell line: T-47D. Synergy scores: CSS=0.582, Synergy_ZIP=-1.97, Synergy_Bliss=3.28, Synergy_Loewe=-13.9, Synergy_HSA=-2.51. (5) Drug 1: CCCCC(=O)OCC(=O)C1(CC(C2=C(C1)C(=C3C(=C2O)C(=O)C4=C(C3=O)C=CC=C4OC)O)OC5CC(C(C(O5)C)O)NC(=O)C(F)(F)F)O. Drug 2: CC(C)NC(=O)C1=CC=C(C=C1)CNNC.Cl. Cell line: EKVX. Synergy scores: CSS=43.1, Synergy_ZIP=8.97, Synergy_Bliss=9.07, Synergy_Loewe=4.34, Synergy_HSA=9.65. (6) Drug 1: CC1C(C(CC(O1)OC2CC(CC3=C2C(=C4C(=C3O)C(=O)C5=C(C4=O)C(=CC=C5)OC)O)(C(=O)C)O)N)O.Cl. Drug 2: C(=O)(N)NO. Cell line: IGROV1. Synergy scores: CSS=35.6, Synergy_ZIP=-5.60, Synergy_Bliss=3.43, Synergy_Loewe=-15.9, Synergy_HSA=5.63.